From a dataset of Reaction yield outcomes from USPTO patents with 853,638 reactions. Predict the reaction yield, written as a fraction of the theoretical maximum amount of product (1.0 means a 100% yield; for example, 0.34 means a 34% yield). (1) The reactants are Br[C:2]1[CH:7]=[CH:6][CH:5]=[C:4]([Br:8])[N:3]=1.[Li]CCCC.CN(C)[C:16](=[O:18])[CH3:17].[NH4+].[Cl-]. The catalyst is C1CCCCC1.CCOCC. The product is [C:16]([C:2]1[CH:7]=[CH:6][CH:5]=[C:4]([Br:8])[N:3]=1)(=[O:18])[CH3:17]. The yield is 0.710. (2) The reactants are [C:1]([O:5][C:6](=[O:22])[NH:7][C:8]([CH3:21])([CH3:20])[CH2:9][C:10]1[C:18]2[C:13](=[C:14]([OH:19])[CH:15]=[CH:16][CH:17]=2)[NH:12][CH:11]=1)([CH3:4])([CH3:3])[CH3:2].Br[CH2:24][C:25]#[N:26].C([O-])([O-])=O.[K+].[K+]. The catalyst is CC(=O)CC. The product is [C:1]([O:5][C:6](=[O:22])[NH:7][C:8]([CH3:21])([CH3:20])[CH2:9][C:10]1[C:18]2[C:13](=[C:14]([O:19][CH2:24][C:25]#[N:26])[CH:15]=[CH:16][CH:17]=2)[NH:12][CH:11]=1)([CH3:4])([CH3:2])[CH3:3]. The yield is 0.860.